From a dataset of Full USPTO retrosynthesis dataset with 1.9M reactions from patents (1976-2016). Predict the reactants needed to synthesize the given product. (1) Given the product [CH:18]12[O:21][CH:14]([CH2:20][CH2:19]1)[CH2:15][N:16]([C:4]1[C:5]3[CH2:10][O:9][C:8](=[O:11])[C:6]=3[N:7]=[C:2]([Cl:1])[N:3]=1)[CH2:17]2, predict the reactants needed to synthesize it. The reactants are: [Cl:1][C:2]1[N:3]=[C:4](Cl)[C:5]2[CH2:10][O:9][C:8](=[O:11])[C:6]=2[N:7]=1.Cl.[CH:14]12[O:21][CH:18]([CH2:19][CH2:20]1)[CH2:17][NH:16][CH2:15]2.C(N(CC)CC)C.CCOC(C)=O. (2) Given the product [C:10]([C:5]1[N:4]=[CH:3][C:2]([CH3:1])=[C:7]([CH3:8])[CH:6]=1)#[N:11], predict the reactants needed to synthesize it. The reactants are: [CH3:1][C:2]1[CH:3]=[N+:4]([O-])[CH:5]=[CH:6][C:7]=1[CH3:8].[CH3:10][N:11](C)C(Cl)=O.C[Si](C#N)(C)C. (3) Given the product [CH:76]1([CH2:75][O:74][C:59]2[CH:60]=[CH:61][CH:62]=[C:63]([O:64][CH2:65][C:66]3[CH:71]=[CH:70][C:69]([O:72][CH3:73])=[CH:68][CH:67]=3)[C:58]=2[C:39]2[CH:40]=[C:41]([CH:45]3[CH2:50][CH2:49][CH2:48][N:47]([C:51]([O:53][C:54]([CH3:56])([CH3:55])[CH3:57])=[O:52])[CH2:46]3)[C:42]3[CH:43]=[CH:2][C:1](=[O:3])[NH:36][C:37]=3[N:38]=2)[CH2:78][CH2:77]1, predict the reactants needed to synthesize it. The reactants are: [CH2:1]([O:3]C(=O)CP(OC1C=CC=CC=1)(OC1C=CC=CC=1)=O)[CH3:2].N12CCCN=C1CCCCC2.[Na+].[I-].[NH2:36][C:37]1[C:42]([CH:43]=O)=[C:41]([CH:45]2[CH2:50][CH2:49][CH2:48][N:47]([C:51]([O:53][C:54]([CH3:57])([CH3:56])[CH3:55])=[O:52])[CH2:46]2)[CH:40]=[C:39]([C:58]2[C:63]([O:64][CH2:65][C:66]3[CH:71]=[CH:70][C:69]([O:72][CH3:73])=[CH:68][CH:67]=3)=[CH:62][CH:61]=[CH:60][C:59]=2[O:74][CH2:75][CH:76]2[CH2:78][CH2:77]2)[N:38]=1.